This data is from Forward reaction prediction with 1.9M reactions from USPTO patents (1976-2016). The task is: Predict the product of the given reaction. (1) Given the reactants [F:1][C:2]1[CH:7]=[CH:6][C:5]([C:8]2[N:9]=[C:10]([C:19]3[CH:24]=[CH:23][C:22]([S:25]([CH3:27])=[O:26])=[CH:21][CH:20]=3)[NH:11][C:12]=2[C:13]2[CH:18]=[CH:17][N:16]=[CH:15][CH:14]=2)=[CH:4][CH:3]=1.Cl.O.[O-:30][Mn](=O)(=O)=O.[K+].[O-]S([O-])=O.[Na+].[Na+].Cl.[OH-].[Na+], predict the reaction product. The product is: [F:1][C:2]1[CH:7]=[CH:6][C:5]([C:8]2[N:9]=[C:10]([C:19]3[CH:24]=[CH:23][C:22]([S:25]([CH3:27])(=[O:30])=[O:26])=[CH:21][CH:20]=3)[NH:11][C:12]=2[C:13]2[CH:14]=[CH:15][N:16]=[CH:17][CH:18]=2)=[CH:4][CH:3]=1. (2) Given the reactants [OH:1][C:2]1[CH:7]=[CH:6][C:5]([C:8]2[NH:12][N:11]=[N:10][N:9]=2)=[CH:4][C:3]=1[C:13](=[O:15])[CH3:14].[Br:16][N:17]1[C:21](=O)[CH2:20][CH2:19][C:18]1=O, predict the reaction product. The product is: [OH:1][C:2]1[C:7]([C:18]2[NH:17][C:21]3[C:20]([CH:19]=2)=[CH:4][C:5]([C:8]([NH2:12])=[NH:9])=[CH:6][CH:7]=3)=[CH:6][C:5]([C:8]2[NH:12][N:11]=[N:10][N:9]=2)=[CH:4][C:3]=1[C:13]1[CH:14]=[CH:14][CH:13]=[CH:3][CH:2]=1.[Br:16][C:7]1[C:2]([OH:1])=[C:3]([C:13](=[O:15])[CH3:14])[CH:4]=[C:5]([C:8]2[NH:12][N:11]=[N:10][N:9]=2)[CH:6]=1. (3) The product is: [F:47][C:48]1[C:49]([C:2]2[C:10]3[C:5](=[N:6][C:7]([O:12][CH2:13][C:14]([NH:16][C@H:17]([C:19]4[CH:24]=[CH:23][C:22]([CH3:25])=[CH:21][CH:20]=4)[CH3:18])=[O:15])=[CH:8][C:9]=3[CH3:11])[N:4]([CH3:26])[N:3]=2)=[N:50][CH:51]=[CH:52][CH:53]=1. Given the reactants Cl[C:2]1[C:10]2[C:5](=[N:6][C:7]([O:12][CH2:13][C:14]([NH:16][C@H:17]([C:19]3[CH:24]=[CH:23][C:22]([CH3:25])=[CH:21][CH:20]=3)[CH3:18])=[O:15])=[CH:8][C:9]=2[CH3:11])[N:4]([CH3:26])[N:3]=1.[F-].[Cs+].[B-](F)(F)(F)F.CC([PH+](C(C)(C)C)C(C)(C)C)(C)C.[F:47][C:48]1[C:49]([Sn](CCCC)(CCCC)CCCC)=[N:50][CH:51]=[CH:52][CH:53]=1.C([O-])(O)=O.[Na+], predict the reaction product.